Predict the product of the given reaction. From a dataset of Forward reaction prediction with 1.9M reactions from USPTO patents (1976-2016). (1) Given the reactants [CH3:1][C:2]1[CH:9]=[C:8]([CH3:10])[CH:7]=[CH:6][C:3]=1[CH2:4]Cl.[CH2:11]([N:18]1[C:26]2[C:21](=[CH:22][CH:23]=[C:24]([CH2:27][C:28]([OH:30])=[O:29])[CH:25]=2)[CH:20]=[CH:19]1)[C:12]1[CH:17]=[CH:16][CH:15]=[CH:14][CH:13]=1, predict the reaction product. The product is: [CH3:1][C:2]1[CH:9]=[C:8]([CH3:10])[CH:7]=[CH:6][C:3]=1[CH2:4][N:18]1[C:26]2[C:21](=[CH:22][CH:23]=[C:24]([CH2:27][C:28]([OH:30])=[O:29])[CH:25]=2)[CH:20]=[CH:19]1.[CH2:11]([N:18]1[C:26]2[C:21](=[CH:22][CH:23]=[C:24]([CH2:27][C:28]([OH:30])=[O:29])[CH:25]=2)[CH:20]=[CH:19]1)[C:12]1[CH:13]=[CH:14][CH:15]=[CH:16][CH:17]=1. (2) Given the reactants [CH:1]([NH:4][C:5]1[C:10]([NH2:11])=[CH:9][N:8]=[C:7]([NH:12][C:13]2[CH:18]=[CH:17][N:16]=[C:15]([N:19]3[CH2:24][CH2:23][CH:22]([O:25][CH3:26])[CH2:21][CH2:20]3)[N:14]=2)[CH:6]=1)([CH3:3])[CH3:2].[C:27](OC)(OC)(OC)[CH2:28][CH3:29], predict the reaction product. The product is: [CH2:28]([C:29]1[N:4]([CH:1]([CH3:3])[CH3:2])[C:5]2[CH:6]=[C:7]([NH:12][C:13]3[CH:18]=[CH:17][N:16]=[C:15]([N:19]4[CH2:24][CH2:23][CH:22]([O:25][CH3:26])[CH2:21][CH2:20]4)[N:14]=3)[N:8]=[CH:9][C:10]=2[N:11]=1)[CH3:27]. (3) The product is: [CH3:1][O:2][C:3](=[O:26])[C:4]1[CH:9]=[CH:8][C:7]([O:10][CH2:11][CH2:12][C:13]2[N:14]=[C:15]([C:19]3[CH:24]=[CH:23][CH:22]=[CH:21][CH:20]=3)[O:16][C:17]=2[CH3:18])=[CH:6][C:5]=1[O:25][CH2:33][CH3:34]. Given the reactants [CH3:1][O:2][C:3](=[O:26])[C:4]1[CH:9]=[CH:8][C:7]([O:10][CH2:11][CH2:12][C:13]2[N:14]=[C:15]([C:19]3[CH:24]=[CH:23][CH:22]=[CH:21][CH:20]=3)[O:16][C:17]=2[CH3:18])=[CH:6][C:5]=1[OH:25].C([O-])([O-])=O.[K+].[K+].[CH2:33](I)[CH3:34].O, predict the reaction product. (4) Given the reactants [OH:1][C:2]1[CH:3]=[C:4]([S:8]([N:11]2[C:19]3[C:14](=[CH:15][CH:16]=[CH:17][CH:18]=3)[CH:13]=[CH:12]2)(=[O:10])=[O:9])[CH:5]=[CH:6][CH:7]=1.O1CCCC1.C(=O)([O-])[O-].[K+].[K+].Cl.[CH3:32][N:33]([CH3:37])[CH2:34][CH2:35]Cl, predict the reaction product. The product is: [CH3:32][N:33]([CH2:34][CH2:35][O:1][C:2]1[CH:3]=[C:4]([S:8]([N:11]2[C:19]3[C:14](=[CH:15][CH:16]=[CH:17][CH:18]=3)[CH:13]=[CH:12]2)(=[O:10])=[O:9])[CH:5]=[CH:6][CH:7]=1)[CH3:37]. (5) Given the reactants C(OC([NH:8][CH:9]([O:30][C:31](=[S:47])[CH2:32][CH2:33][CH2:34][CH2:35][CH2:36][CH2:37][CH2:38][CH2:39][CH2:40][CH2:41][CH2:42][CH2:43][CH2:44][CH2:45][CH3:46])[CH2:10][CH2:11][S:12][C:13](=[S:29])[CH2:14][CH2:15][CH2:16][CH2:17][CH2:18][CH2:19][CH2:20][CH2:21][CH2:22][CH2:23][CH2:24][CH2:25][CH2:26][CH2:27][CH3:28])=O)(C)(C)C.[ClH:48], predict the reaction product. The product is: [ClH:48].[NH2:8][CH:9]([O:30][C:31](=[S:47])[CH2:32][CH2:33][CH2:34][CH2:35][CH2:36][CH2:37][CH2:38][CH2:39][CH2:40][CH2:41][CH2:42][CH2:43][CH2:44][CH2:45][CH3:46])[CH2:10][CH2:11][S:12][C:13](=[S:29])[CH2:14][CH2:15][CH2:16][CH2:17][CH2:18][CH2:19][CH2:20][CH2:21][CH2:22][CH2:23][CH2:24][CH2:25][CH2:26][CH2:27][CH3:28]. (6) Given the reactants Br[C:2]1[CH:3]=[C:4]([CH2:8][N:9]([CH3:17])[C:10](=[O:16])[O:11][C:12]([CH3:15])([CH3:14])[CH3:13])[CH:5]=[N:6][CH:7]=1.[C:18]([O-:21])(=[O:20])C.[Na+].[CH3:23]O, predict the reaction product. The product is: [C:12]([O:11][C:10]([N:9]([CH2:8][C:4]1[CH:5]=[N:6][CH:7]=[C:2]([CH:3]=1)[C:18]([O:21][CH3:23])=[O:20])[CH3:17])=[O:16])([CH3:15])([CH3:14])[CH3:13]. (7) Given the reactants [CH3:1][C:2]([CH:5]=O)(C)[CH3:3].C1C(=O)[N:11](Cl)[C:9](=O)C1.C(Cl)Cl.[C:18](/[CH:20]=[CH:21]\[C:22]([O:24][CH2:25][CH3:26])=[O:23])#[N:19].CN(C=[O:31])C, predict the reaction product. The product is: [CH2:25]([O:24][C:22]([CH:21]1[O:31][N:19]=[C:18]([C:2]([CH3:5])([CH3:3])[CH3:1])[CH:20]1[C:9]#[N:11])=[O:23])[CH3:26].